This data is from NCI-60 drug combinations with 297,098 pairs across 59 cell lines. The task is: Regression. Given two drug SMILES strings and cell line genomic features, predict the synergy score measuring deviation from expected non-interaction effect. Drug 1: CC1OCC2C(O1)C(C(C(O2)OC3C4COC(=O)C4C(C5=CC6=C(C=C35)OCO6)C7=CC(=C(C(=C7)OC)O)OC)O)O. Drug 2: C(=O)(N)NO. Cell line: CAKI-1. Synergy scores: CSS=50.2, Synergy_ZIP=-2.21, Synergy_Bliss=-0.249, Synergy_Loewe=-0.594, Synergy_HSA=4.69.